From a dataset of Reaction yield outcomes from USPTO patents with 853,638 reactions. Predict the reaction yield, written as a fraction of the theoretical maximum amount of product (1.0 means a 100% yield; for example, 0.34 means a 34% yield). (1) The reactants are [F:1][C:2]1[CH:16]=[CH:15][C:5]2[CH2:6][CH2:7][CH2:8][C:9]3[S:13][C:12]([NH2:14])=[N:11][C:10]=3[C:4]=2[CH:3]=1.C(N(CC)CC)C.[Br:24][CH2:25][CH2:26][CH2:27][CH2:28][C:29](Cl)=[O:30]. The catalyst is C1COCC1.CN(C1C=CN=CC=1)C. The product is [F:1][C:2]1[CH:16]=[CH:15][C:5]2[CH2:6][CH2:7][CH2:8][C:9]3[S:13][C:12]([NH:14][C:29](=[O:30])[CH2:28][CH2:27][CH2:26][CH2:25][Br:24])=[N:11][C:10]=3[C:4]=2[CH:3]=1. The yield is 0.700. (2) The reactants are [Cl:1][C:2]1[CH:3]=[C:4]([CH:8]=[C:9]([Cl:11])[N:10]=1)[C:5]([OH:7])=[O:6].C(OC(O[C:15]([CH3:18])([CH3:17])[CH3:16])=O)(O[C:15]([CH3:18])([CH3:17])[CH3:16])=O.C(N(CC)CC)C.OP([O-])(O)=O.[K+]. The catalyst is CN(C)C1C=CN=CC=1.C(OC)(C)(C)C.O.CN1CCCC1=O. The product is [Cl:1][C:2]1[CH:3]=[C:4]([CH:8]=[C:9]([Cl:11])[N:10]=1)[C:5]([O:7][C:15]([CH3:18])([CH3:17])[CH3:16])=[O:6]. The yield is 0.880. (3) The reactants are [C:1]1(=[O:14])[C:6]2[C:7]3[CH:13]=[CH:12][CH:11]=[CH:10][C:8]=3[S:9][C:5]=2[CH2:4][CH2:3][NH:2]1.I[C:16]1[CH:17]=[N:18][CH:19]=[CH:20][C:21]=1[CH3:22].N[C@@H]1CCCC[C@H]1N.P([O-])([O-])([O-])=O.[K+].[K+].[K+]. The catalyst is [Cu](I)I.O1CCOCC1. The product is [CH3:22][C:21]1[CH:20]=[CH:19][N:18]=[CH:17][C:16]=1[N:2]1[CH2:3][CH2:4][C:5]2[S:9][C:8]3[CH:10]=[CH:11][CH:12]=[CH:13][C:7]=3[C:6]=2[C:1]1=[O:14]. The yield is 0.391.